From a dataset of Forward reaction prediction with 1.9M reactions from USPTO patents (1976-2016). Predict the product of the given reaction. (1) Given the reactants [CH3:1][O:2][CH2:3][CH2:4][N:5]1[CH2:11][CH2:10][C:9]2[CH:12]=[C:13]([NH2:16])[CH:14]=[CH:15][C:8]=2[CH2:7][CH2:6]1.Cl[C:18]1[N:23]=[C:22]([NH:24][C:25]2[CH:36]=[CH:35][CH:34]=[CH:33][C:26]=2[C:27]([NH:29][CH2:30][C:31]#[CH:32])=[O:28])[C:21]([Cl:37])=[CH:20][N:19]=1, predict the reaction product. The product is: [Cl:37][C:21]1[C:22]([NH:24][C:25]2[CH:36]=[CH:35][CH:34]=[CH:33][C:26]=2[C:27]([NH:29][CH2:30][C:31]#[CH:32])=[O:28])=[N:23][C:18]([NH:16][C:13]2[CH:14]=[CH:15][C:8]3[CH2:7][CH2:6][N:5]([CH2:4][CH2:3][O:2][CH3:1])[CH2:11][CH2:10][C:9]=3[CH:12]=2)=[N:19][CH:20]=1. (2) Given the reactants [F:1][C:2]([F:16])([C:6]1[CH:11]=[CH:10][CH:9]=[C:8]([S:12]([CH3:15])(=[O:14])=[O:13])[CH:7]=1)[C:3]([OH:5])=O.P(Cl)(Cl)(Cl)=O.Cl.[NH2:23][CH2:24][C:25]1[CH:26]=[C:27]2[C:31](=[CH:32][CH:33]=1)[C:30](=[O:34])[N:29]([CH:35]1[CH2:40][CH2:39][C:38](=[O:41])[NH:37][C:36]1=[O:42])[CH2:28]2.C(=O)(O)[O-].[Na+], predict the reaction product. The product is: [O:42]=[C:36]1[CH:35]([N:29]2[CH2:28][C:27]3[C:31](=[CH:32][CH:33]=[C:25]([CH2:24][NH:23][C:3](=[O:5])[C:2]([F:1])([F:16])[C:6]4[CH:11]=[CH:10][CH:9]=[C:8]([S:12]([CH3:15])(=[O:14])=[O:13])[CH:7]=4)[CH:26]=3)[C:30]2=[O:34])[CH2:40][CH2:39][C:38](=[O:41])[NH:37]1.